From a dataset of Catalyst prediction with 721,799 reactions and 888 catalyst types from USPTO. Predict which catalyst facilitates the given reaction. (1) Reactant: [OH:1][C:2]1[CH:7]=[CH:6][C:5]([C@H:8]2[C@H:13]([O:14][Si:15]([CH:22]([CH3:24])[CH3:23])([CH:19]([CH3:21])[CH3:20])[CH:16]([CH3:18])[CH3:17])[CH2:12][N:11]([S:25]([C:28]3[CH:33]=[CH:32][C:31]([CH3:34])=[CH:30][CH:29]=3)(=[O:27])=[O:26])[CH2:10][C@@H:9]2[OH:35])=[CH:4][CH:3]=1.S(OC)(O[CH3:40])(=O)=O.C(=O)([O-])[O-].[K+].[K+]. Product: [CH3:40][O:1][C:2]1[CH:3]=[CH:4][C:5]([C@H:8]2[C@H:13]([O:14][Si:15]([CH:19]([CH3:20])[CH3:21])([CH:22]([CH3:23])[CH3:24])[CH:16]([CH3:17])[CH3:18])[CH2:12][N:11]([S:25]([C:28]3[CH:33]=[CH:32][C:31]([CH3:34])=[CH:30][CH:29]=3)(=[O:27])=[O:26])[CH2:10][C@@H:9]2[OH:35])=[CH:6][CH:7]=1. The catalyst class is: 21. (2) Reactant: [CH:1]1([C:4]2[N:8]([CH3:9])[C:7]3[CH:10]=[C:11]([N:14]4[CH:19]=[CH:18][C:17](O)=[CH:16][C:15]4=[O:21])[CH:12]=[CH:13][C:6]=3[N:5]=2)[CH2:3][CH2:2]1.P(Br)(Br)([Br:24])=O.C([O-])(O)=O.[Na+]. Product: [Br:24][C:17]1[CH:18]=[CH:19][N:14]([C:11]2[CH:12]=[CH:13][C:6]3[N:5]=[C:4]([CH:1]4[CH2:3][CH2:2]4)[N:8]([CH3:9])[C:7]=3[CH:10]=2)[C:15](=[O:21])[CH:16]=1. The catalyst class is: 3.